The task is: Regression. Given two drug SMILES strings and cell line genomic features, predict the synergy score measuring deviation from expected non-interaction effect.. This data is from NCI-60 drug combinations with 297,098 pairs across 59 cell lines. (1) Drug 1: CN1CCC(CC1)COC2=C(C=C3C(=C2)N=CN=C3NC4=C(C=C(C=C4)Br)F)OC. Drug 2: CCN(CC)CCCC(C)NC1=C2C=C(C=CC2=NC3=C1C=CC(=C3)Cl)OC. Cell line: MALME-3M. Synergy scores: CSS=16.2, Synergy_ZIP=6.91, Synergy_Bliss=8.87, Synergy_Loewe=7.69, Synergy_HSA=8.16. (2) Drug 1: C1CC(=O)NC(=O)C1N2CC3=C(C2=O)C=CC=C3N. Drug 2: C1=NC2=C(N=C(N=C2N1C3C(C(C(O3)CO)O)F)Cl)N. Cell line: SF-295. Synergy scores: CSS=12.6, Synergy_ZIP=-2.07, Synergy_Bliss=2.97, Synergy_Loewe=3.59, Synergy_HSA=3.64. (3) Drug 1: CCC(=C(C1=CC=CC=C1)C2=CC=C(C=C2)OCCN(C)C)C3=CC=CC=C3.C(C(=O)O)C(CC(=O)O)(C(=O)O)O. Drug 2: CCCCC(=O)OCC(=O)C1(CC(C2=C(C1)C(=C3C(=C2O)C(=O)C4=C(C3=O)C=CC=C4OC)O)OC5CC(C(C(O5)C)O)NC(=O)C(F)(F)F)O. Cell line: M14. Synergy scores: CSS=14.5, Synergy_ZIP=-8.81, Synergy_Bliss=-8.54, Synergy_Loewe=-12.4, Synergy_HSA=-9.50. (4) Drug 1: CN(C)N=NC1=C(NC=N1)C(=O)N. Drug 2: C1=NC(=NC(=O)N1C2C(C(C(O2)CO)O)O)N. Cell line: MDA-MB-435. Synergy scores: CSS=3.45, Synergy_ZIP=3.57, Synergy_Bliss=8.95, Synergy_Loewe=0.104, Synergy_HSA=3.44.